The task is: Predict the product of the given reaction.. This data is from Forward reaction prediction with 1.9M reactions from USPTO patents (1976-2016). (1) Given the reactants [CH2:1]([C:5]1[NH:6][C:7]([CH:11]=[O:12])=[C:8]([Cl:10])[N:9]=1)[CH2:2][CH2:3][CH3:4].[O-:13][Mn](=O)(=O)=O.[K+], predict the reaction product. The product is: [CH2:1]([C:5]1[NH:6][C:7]([C:11]([OH:13])=[O:12])=[C:8]([Cl:10])[N:9]=1)[CH2:2][CH2:3][CH3:4]. (2) The product is: [CH3:1][S:2]([C:5]1[CH:10]=[CH:9][C:8]([O:11][C:21]2[C:14]3[C:15](=[N:16][CH:17]=[N:18][CH:13]=3)[N:19]([CH:22]3[CH2:23][CH2:24][N:25]([C:28]4[O:32][N:31]=[C:30]([CH:33]([CH3:35])[CH3:34])[N:29]=4)[CH2:26][CH2:27]3)[N:20]=2)=[CH:7][CH:6]=1)(=[O:3])=[O:4]. Given the reactants [CH3:1][S:2]([C:5]1[CH:10]=[CH:9][C:8]([OH:11])=[CH:7][CH:6]=1)(=[O:4])=[O:3].Cl[C:13]1[N:18]=[CH:17][N:16]=[C:15]2[N:19]([CH:22]3[CH2:27][CH2:26][N:25]([C:28]4[O:32][N:31]=[C:30]([CH:33]([CH3:35])[CH3:34])[N:29]=4)[CH2:24][CH2:23]3)[N:20]=[CH:21][C:14]=12.C(=O)([O-])[O-].[K+].[K+], predict the reaction product. (3) The product is: [Cl:1][C:2]1[CH:3]=[CH:4][C:5]([CH:8]([C:19]2[C:27]3[C:22](=[C:23]([CH2:29][S:30][CH3:31])[CH:24]=[C:25]([F:28])[CH:26]=3)[NH:21][CH:20]=2)[CH2:9][C:10]([O:11][CH2:12][CH3:16])=[O:18])=[CH:6][CH:7]=1. Given the reactants [Cl:1][C:2]1[CH:7]=[CH:6][C:5]([CH:8]([C:19]2[C:27]3[C:22](=[C:23]([CH2:29][S:30][CH3:31])[CH:24]=[C:25]([F:28])[CH:26]=3)[NH:21][CH:20]=2)[CH:9]2C(=O)O[C:12](C)([CH3:16])[O:11][C:10]2=[O:18])=[CH:4][CH:3]=1, predict the reaction product.